This data is from Forward reaction prediction with 1.9M reactions from USPTO patents (1976-2016). The task is: Predict the product of the given reaction. Given the reactants [CH3:1][O:2][C:3]1[CH:18]=[C:17]([O:19][CH3:20])[CH:16]=[CH:15][C:4]=1[CH2:5][N:6]1[CH2:11][CH2:10][CH2:9][CH:8]([F:12])[S:7]1(=[O:14])=[O:13].C([Li])CCC.C1C=CC(S(N(S(C2C=CC=CC=2)(=O)=O)[F:36])(=O)=O)=CC=1.[Cl-].[NH4+], predict the reaction product. The product is: [CH3:1][O:2][C:3]1[CH:18]=[C:17]([O:19][CH3:20])[CH:16]=[CH:15][C:4]=1[CH2:5][N:6]1[CH2:11][CH2:10][CH2:9][C:8]([F:36])([F:12])[S:7]1(=[O:14])=[O:13].